Predict the reaction yield, written as a fraction of the theoretical maximum amount of product (1.0 means a 100% yield; for example, 0.34 means a 34% yield). From a dataset of Reaction yield outcomes from USPTO patents with 853,638 reactions. (1) The reactants are [C:1]12([N:11]=[C:12]=[O:13])[CH2:10][CH:5]3[CH2:6][CH:7]([CH2:9][CH:3]([CH2:4]3)[CH2:2]1)[CH2:8]2.[S:14]1[CH:18]=[CH:17][CH:16]=[C:15]1[CH2:19][OH:20]. The catalyst is N1C=CC=CC=1.C1(C)C=CC=CC=1.Cl[Cu]. The product is [S:14]1[CH:18]=[CH:17][CH:16]=[C:15]1[CH2:19][O:20][C:12](=[O:13])[NH:11][C:1]12[CH2:2][CH:3]3[CH2:9][CH:7]([CH2:6][CH:5]([CH2:4]3)[CH2:10]1)[CH2:8]2. The yield is 0.790. (2) The reactants are [NH2:1][C:2]1[C:11]2[C:6](=[C:7](Br)[CH:8]=[CH:9][CH:10]=2)[N:5]=[N:4][C:3]=1[C:13]([NH:15][CH2:16][CH2:17][CH3:18])=[O:14].[CH3:19][O:20][C:21]1[CH:22]=[C:23](B(O)O)[CH:24]=[CH:25][CH:26]=1. No catalyst specified. The product is [NH2:1][C:2]1[C:11]2[C:6](=[C:7]([C:25]3[CH:24]=[CH:23][CH:22]=[C:21]([O:20][CH3:19])[CH:26]=3)[CH:8]=[CH:9][CH:10]=2)[N:5]=[N:4][C:3]=1[C:13]([NH:15][CH2:16][CH2:17][CH3:18])=[O:14]. The yield is 0.642. (3) The reactants are [Cl:1][C:2]1[CH:9]=[CH:8][C:5]([CH2:6][NH2:7])=[C:4]([O:10][CH3:11])[CH:3]=1.F[C:13]1[CH:21]=[N:20][CH:19]=[CH:18][C:14]=1[C:15]([OH:17])=[O:16]. No catalyst specified. The product is [Cl:1][C:2]1[CH:9]=[CH:8][C:5]([CH2:6][NH:7][C:18]2[CH:19]=[N:20][CH:21]=[CH:13][C:14]=2[C:15]([OH:17])=[O:16])=[C:4]([O:10][CH3:11])[CH:3]=1. The yield is 0.350.